From a dataset of Full USPTO retrosynthesis dataset with 1.9M reactions from patents (1976-2016). Predict the reactants needed to synthesize the given product. (1) Given the product [CH:6]1([CH2:5][CH:4]([N:11]2[C:16](=[O:17])[CH:15]=[C:14]([O:18][C:19]3[C:24]([F:25])=[CH:23][CH:22]=[CH:21][N:20]=3)[CH:13]=[N:12]2)[C:3]([OH:26])=[O:2])[CH2:10][CH2:9][CH2:8][CH2:7]1, predict the reactants needed to synthesize it. The reactants are: C[O:2][C:3](=[O:26])[CH:4]([N:11]1[C:16](=[O:17])[CH:15]=[C:14]([O:18][C:19]2[C:24]([F:25])=[CH:23][CH:22]=[CH:21][N:20]=2)[CH:13]=[N:12]1)[CH2:5][CH:6]1[CH2:10][CH2:9][CH2:8][CH2:7]1. (2) Given the product [C:11]([CH2:10][CH:9]([C:6]1[CH:5]=[C:4]([C:3]#[N:2])[S:8][CH:7]=1)[N:13]1[CH:17]=[C:16]([C:18]2[C:19]3[CH:26]=[CH:25][N:24]([CH2:27][O:28][CH2:29][CH2:30][Si:31]([CH3:34])([CH3:33])[CH3:32])[C:20]=3[N:21]=[CH:22][N:23]=2)[CH:15]=[N:14]1)#[N:12], predict the reactants needed to synthesize it. The reactants are: O/[N:2]=[CH:3]/[C:4]1[S:8][CH:7]=[C:6]([CH:9]([N:13]2[CH:17]=[C:16]([C:18]3[C:19]4[CH:26]=[CH:25][N:24]([CH2:27][O:28][CH2:29][CH2:30][Si:31]([CH3:34])([CH3:33])[CH3:32])[C:20]=4[N:21]=[CH:22][N:23]=3)[CH:15]=[N:14]2)[CH2:10][C:11]#[N:12])[CH:5]=1.N1C=CC=CC=1.CS(Cl)(=O)=O. (3) Given the product [O:20]1[CH2:21][CH2:22][CH2:23][CH2:24][CH:19]1[O:18][CH2:17][CH2:16][O:15][C:9]1[C:10]2[CH:11]=[CH:12][O:13][C:14]=2[C:6]([CH2:5][C:4]([OH:25])=[O:3])=[CH:7][CH:8]=1, predict the reactants needed to synthesize it. The reactants are: C([O:3][C:4](=[O:25])[CH2:5][C:6]1[C:14]2[O:13][CH:12]=[CH:11][C:10]=2[C:9]([O:15][CH2:16][CH2:17][O:18][CH:19]2[CH2:24][CH2:23][CH2:22][CH2:21][O:20]2)=[CH:8][CH:7]=1)C. (4) Given the product [C:69]([C:68]1[CH:71]=[CH:72][C:65]([NH:64][C:31]([CH:21]2[NH:20][CH:19]([CH2:34][C:35]([CH3:36])([CH3:38])[CH3:37])[C:18]3([C:12]4[C:13](=[C:14]([F:15])[C:9]([Cl:8])=[CH:10][CH:11]=4)[NH:16][C:17]3=[O:39])[CH:22]2[C:23]2[CH:28]=[CH:27][CH:26]=[C:25]([Cl:29])[C:24]=2[F:30])=[O:32])=[CH:66][CH:67]=1)#[N:70], predict the reactants needed to synthesize it. The reactants are: FC(F)(F)C(O)=O.[Cl:8][C:9]1[C:14]([F:15])=[C:13]2[NH:16][C:17](=[O:39])[C:18]3([CH:22]([C:23]4[CH:28]=[CH:27][CH:26]=[C:25]([Cl:29])[C:24]=4[F:30])[CH:21]([C:31](O)=[O:32])[NH:20][CH:19]3[CH2:34][C:35]([CH3:38])([CH3:37])[CH3:36])[C:12]2=[CH:11][CH:10]=1.C(N(C(C)C)CC)(C)C.C1(P(Cl)(C2C=CC=CC=2)=O)C=CC=CC=1.[NH2:64][C:65]1[CH:72]=[CH:71][C:68]([C:69]#[N:70])=[CH:67][CH:66]=1. (5) Given the product [Cl:21][C:18]1[CH:17]=[C:16]([CH2:22][CH3:23])[N+:15]([O-:24])=[C:14]([O:10][C:3]2[C:4]([CH3:9])=[CH:5][C:6]([CH3:8])=[CH:7][C:2]=2[CH3:1])[C:19]=1[CH3:20], predict the reactants needed to synthesize it. The reactants are: [CH3:1][C:2]1[CH:7]=[C:6]([CH3:8])[CH:5]=[C:4]([CH3:9])[C:3]=1[OH:10].[H-].[Na+].Cl[C:14]1[C:19]([CH3:20])=[C:18]([Cl:21])[CH:17]=[C:16]([CH2:22][CH3:23])[N+:15]=1[O-:24]. (6) The reactants are: [CH3:1][NH:2][CH:3]1[C:11]2[C:10]([OH:12])=[CH:9][CH:8]=[CH:7][C:6]=2[CH2:5][CH2:4]1.[CH2:13](Br)[C:14]#[CH:15]. Given the product [CH3:1][N:2]([CH2:15][C:14]#[CH:13])[CH:3]1[C:11]2[C:10]([OH:12])=[CH:9][CH:8]=[CH:7][C:6]=2[CH2:5][CH2:4]1, predict the reactants needed to synthesize it. (7) Given the product [OH:21][C:18]1[CH:19]=[CH:20][C:15]([CH2:14][CH2:13][NH:12][CH:1]=[O:2])=[CH:16][C:17]=1[O:22][CH3:23], predict the reactants needed to synthesize it. The reactants are: [CH:1](O)=[O:2].C(OC(=O)C)(=O)C.Cl.[NH2:12][CH2:13][CH2:14][C:15]1[CH:20]=[CH:19][C:18]([OH:21])=[C:17]([O:22][CH3:23])[CH:16]=1.